This data is from Retrosynthesis with 50K atom-mapped reactions and 10 reaction types from USPTO. The task is: Predict the reactants needed to synthesize the given product. Given the product CCCCCCCCOc1ccc(-c2ccc(-c3ccc(OCc4ccccc4)cc3)nn2)cn1, predict the reactants needed to synthesize it. The reactants are: CCCCCCCCOc1ccc(B(O)O)cn1.Clc1ccc(-c2ccc(OCc3ccccc3)cc2)nn1.